From a dataset of Full USPTO retrosynthesis dataset with 1.9M reactions from patents (1976-2016). Predict the reactants needed to synthesize the given product. (1) Given the product [OH:33][CH:34]([CH2:37][OH:38])[CH2:35][NH:36][C:28]([C:26]1[O:27][C:23]2[CH:22]=[CH:21][C:20]([NH:19][C:14]3[N:13]=[C:12]([NH:11][C:5]4[CH:6]=[CH:7][C:8]5[O:9][CH2:10][CH2:1][O:2][C:3]=5[CH:4]=4)[C:17]([F:18])=[CH:16][N:15]=3)=[CH:32][C:24]=2[CH:25]=1)=[O:29], predict the reactants needed to synthesize it. The reactants are: [CH2:1]1[CH2:10][O:9][C:8]2[CH:7]=[CH:6][C:5]([NH:11][C:12]3[C:17]([F:18])=[CH:16][N:15]=[C:14]([NH:19][C:20]4[CH:21]=[CH:22][C:23]5[O:27][C:26]([C:28](OC)=[O:29])=[CH:25][C:24]=5[CH:32]=4)[N:13]=3)=[CH:4][C:3]=2[O:2]1.[OH:33][CH:34]([CH2:37][OH:38])[CH2:35][NH2:36]. (2) Given the product [NH2:29][C:27]1[N:28]=[C:7]([OH:8])[C:6]([CH2:5][C:4]2[CH:15]=[C:16]([O:20][CH3:21])[C:17]([O:18][CH3:19])=[C:2]([I:1])[CH:3]=2)=[C:12]([CH3:13])[N:26]=1, predict the reactants needed to synthesize it. The reactants are: [I:1][C:2]1[CH:3]=[C:4]([CH:15]=[C:16]([O:20][CH3:21])[C:17]=1[O:18][CH3:19])[CH2:5][CH:6]([C:12](=O)[CH3:13])[C:7](OCC)=[O:8].C(=O)(O)O.[NH2:26][C:27]([NH2:29])=[NH:28]. (3) Given the product [CH3:7][C:8]1[CH:13]=[CH:12][CH:11]=[C:10]([CH3:14])[C:9]=1[NH:15][C:16]1[N:6]2[C:2]([S:3][CH:4]=[CH:5]2)=[N:1][C:23]=1[C:20]1[CH:21]=[CH:22][N:17]=[CH:18][CH:19]=1, predict the reactants needed to synthesize it. The reactants are: [NH2:1][C:2]1[S:3][CH:4]=[CH:5][N:6]=1.[CH3:7][C:8]1[CH:13]=[CH:12][CH:11]=[C:10]([CH3:14])[C:9]=1[N+:15]#[C-:16].[N:17]1[CH:22]=[CH:21][C:20]([CH:23]=O)=[CH:19][CH:18]=1. (4) Given the product [CH2:38]([O:37][C:35]([N:32]([CH2:31][C:16]1[CH:17]=[C:18]([NH:21][C:22](=[O:30])[C:23]2[CH:24]=[CH:25][C:26]([Cl:29])=[CH:27][CH:28]=2)[CH:19]=[CH:20][C:15]=1[O:14][C:8]1[CH:7]=[C:6]([CH2:5][C:4]([OH:45])=[O:3])[CH:11]=[CH:10][C:9]=1[O:12][CH3:13])[CH2:33][CH3:34])=[O:36])[C:39]1[CH:44]=[CH:43][CH:42]=[CH:41][CH:40]=1, predict the reactants needed to synthesize it. The reactants are: C([O:3][C:4](=[O:45])[CH2:5][C:6]1[CH:11]=[CH:10][C:9]([O:12][CH3:13])=[C:8]([O:14][C:15]2[CH:20]=[CH:19][C:18]([NH:21][C:22](=[O:30])[C:23]3[CH:28]=[CH:27][C:26]([Cl:29])=[CH:25][CH:24]=3)=[CH:17][C:16]=2[CH2:31][N:32]([C:35]([O:37][CH2:38][C:39]2[CH:44]=[CH:43][CH:42]=[CH:41][CH:40]=2)=[O:36])[CH2:33][CH3:34])[CH:7]=1)C.[OH-].[Li+]. (5) The reactants are: Br[C:2]1[CH:3]=[C:4]2[C:30](=[CH:31][CH:32]=1)[C:8]1[NH:9][C:10]([C@@H:12]3[C@@H:17]4[CH2:18][C@@H:14]([CH2:15][CH2:16]4)[N:13]3[C:19](=[O:29])[C@@H:20]([NH:24][C:25](=[O:28])[O:26][CH3:27])[CH:21]([CH3:23])[CH3:22])=[N:11][C:7]=1[CH:6]=[CH:5]2.CC1(C)C(C)(C)OB([C:41]2[CH:46]=[CH:45][C:44]([C:47]3[NH:51][C:50]([C@@H:52]4[CH2:56][CH2:55][CH2:54][N:53]4[C:57]([O:59][C:60]([CH3:63])([CH3:62])[CH3:61])=[O:58])=[N:49][CH:48]=3)=[CH:43][CH:42]=2)O1.C([O-])([O-])=O.[K+].[K+]. Given the product [CH3:27][O:26][C:25]([NH:24][C@@H:20]([CH:21]([CH3:23])[CH3:22])[C:19]([N:13]1[C@H:12]([C:10]2[NH:9][C:8]3[C:30]4[C:4]([CH:5]=[CH:6][C:7]=3[N:11]=2)=[CH:3][C:2]([C:41]2[CH:42]=[CH:43][C:44]([C:47]3[NH:51][C:50]([C@@H:52]5[CH2:56][CH2:55][CH2:54][N:53]5[C:57]([O:59][C:60]([CH3:63])([CH3:62])[CH3:61])=[O:58])=[N:49][CH:48]=3)=[CH:45][CH:46]=2)=[CH:32][CH:31]=4)[C@@H:17]2[CH2:18][C@H:14]1[CH2:15][CH2:16]2)=[O:29])=[O:28], predict the reactants needed to synthesize it. (6) The reactants are: [CH3:1][C:2]1[CH:7]=[CH:6][N:5]=[CH:4][C:3]=1[NH2:8].O=[CH:10][CH2:11][C:12]1([C:25]([O:27][CH2:28][CH3:29])=[O:26])[CH2:17][CH2:16][CH2:15][N:14]([C:18]([O:20][C:21]([CH3:24])([CH3:23])[CH3:22])=[O:19])[CH2:13]1.ClCCCl.C(O[BH-](OC(=O)C)OC(=O)C)(=O)C.[Na+]. Given the product [CH3:1][C:2]1[CH:7]=[CH:6][N:5]=[CH:4][C:3]=1[NH:8][CH2:10][CH2:11][C:12]1([C:25]([O:27][CH2:28][CH3:29])=[O:26])[CH2:17][CH2:16][CH2:15][N:14]([C:18]([O:20][C:21]([CH3:23])([CH3:24])[CH3:22])=[O:19])[CH2:13]1, predict the reactants needed to synthesize it. (7) Given the product [Cl:1][C:2]1[CH:3]=[CH:4][C:5]2[N:6]([C:8]([CH:22]=[O:23])=[C:9]([CH3:11])[N:10]=2)[N:7]=1, predict the reactants needed to synthesize it. The reactants are: [Cl:1][C:2]1[CH:3]=[CH:4][C:5]2[N:6]([CH:8]=[C:9]([CH3:11])[N:10]=2)[N:7]=1.N12CN3CN(CN(C3)C1)C2.[C:22](O)(C(F)(F)F)=[O:23]. (8) The reactants are: C1(NC(=O)C=CSC2C=CC=CC=2)C=CC=CC=1.[C:19]1([N:25]=[C:26]([O:36][CH2:37][CH3:38])[CH:27]=[CH:28][S:29][C:30]2[CH:35]=[CH:34][CH:33]=[CH:32][CH:31]=2)[CH:24]=[CH:23][CH:22]=[CH:21][CH:20]=1.C([O+](CC)CC)C.F[B-](F)(F)F.[H+].ClCCl. Given the product [C:19]1([N:25]=[C:26]([O:36][CH2:37][CH3:38])[CH:27]=[CH:28][S:29][C:30]2[CH:35]=[CH:34][CH:33]=[CH:32][CH:31]=2)[CH:20]=[CH:21][CH:22]=[CH:23][CH:24]=1, predict the reactants needed to synthesize it.